Dataset: Catalyst prediction with 721,799 reactions and 888 catalyst types from USPTO. Task: Predict which catalyst facilitates the given reaction. (1) Reactant: [CH2:1]([O:8][C:9]1[CH:17]=[CH:16][CH:15]=[C:14]2[C:10]=1[CH:11]=[C:12]([C:19]([O:21]CC)=[O:20])[N:13]2[CH3:18])[C:2]1[CH:7]=[CH:6][CH:5]=[CH:4][CH:3]=1.O[Li].O. Product: [CH2:1]([O:8][C:9]1[CH:17]=[CH:16][CH:15]=[C:14]2[C:10]=1[CH:11]=[C:12]([C:19]([OH:21])=[O:20])[N:13]2[CH3:18])[C:2]1[CH:7]=[CH:6][CH:5]=[CH:4][CH:3]=1. The catalyst class is: 20. (2) Reactant: C(O[C:4]([SH:6])=[S:5])C.[K].Br[C:9]1[CH:14]=[CH:13][C:12]([C:15]([F:18])([F:17])[F:16])=[CH:11][C:10]=1[NH2:19].Cl. Product: [SH:6][C:4]1[S:5][C:9]2[CH:14]=[CH:13][C:12]([C:15]([F:16])([F:18])[F:17])=[CH:11][C:10]=2[N:19]=1. The catalyst class is: 9. (3) Reactant: [C:1]([O:5][C:6]([NH:8][C@@H:9]([CH3:40])[C:10]([NH:12][CH2:13][C:14]1[CH:15]=[C:16]([N:20]2[C:24]([NH:25]C(=O)OCC3C=CC=CC=3)=[CH:23][C:22]([C:36]([F:39])([F:38])[F:37])=[N:21]2)[CH:17]=[CH:18][CH:19]=1)=[O:11])=[O:7])([CH3:4])([CH3:3])[CH3:2].[H][H]. Product: [NH2:25][C:24]1[N:20]([C:16]2[CH:15]=[C:14]([CH:19]=[CH:18][CH:17]=2)[CH2:13][NH:12][C:10](=[O:11])[C@@H:9]([NH:8][C:6](=[O:7])[O:5][C:1]([CH3:4])([CH3:3])[CH3:2])[CH3:40])[N:21]=[C:22]([C:36]([F:38])([F:39])[F:37])[CH:23]=1. The catalyst class is: 43.